Predict the product of the given reaction. From a dataset of Forward reaction prediction with 1.9M reactions from USPTO patents (1976-2016). (1) The product is: [CH2:99]([N:106]1[CH2:111][CH2:110][N:41]([C:39]([C:36]2[NH:35][C:34]([C:22]3[C:21]4[C:25](=[CH:26][CH:27]=[C:19]([C:16]5[C:17]([CH3:18])=[C:12]([CH2:11][N:3]([CH2:1][CH3:2])[C:4](=[O:10])[O:5][C:6]([CH3:9])([CH3:8])[CH3:7])[CH:13]=[N:14][CH:15]=5)[CH:20]=4)[N:24]([CH:28]4[CH2:33][CH2:32][CH2:31][CH2:30][O:29]4)[N:23]=3)=[N:38][CH:37]=2)=[O:40])[CH2:108][CH2:107]1)[C:100]1[CH:105]=[CH:104][CH:103]=[CH:102][CH:101]=1. Given the reactants [CH2:1]([N:3]([CH2:11][C:12]1[CH:13]=[N:14][CH:15]=[C:16]([C:19]2[CH:20]=[C:21]3[C:25](=[CH:26][CH:27]=2)[N:24]([CH:28]2[CH2:33][CH2:32][CH2:31][CH2:30][O:29]2)[N:23]=[C:22]3[C:34]2[NH:35][C:36]([C:39]([NH:41]CC3C=NC=CC=3)=[O:40])=[CH:37][N:38]=2)[C:17]=1[CH3:18])[C:4](=[O:10])[O:5][C:6]([CH3:9])([CH3:8])[CH3:7])[CH3:2].C(OC(N(CC1C(C)=C(C2C=C3C(=CC=2)N(C2CCCCO2)N=C3C2NC(C(O)=O)=CN=2)C=NC=1)CC)=O)(C)(C)C.C(N(C(C)C)CC)(C)C.[CH2:99]([N:106]1[CH2:111][CH2:110]N[CH2:108][CH2:107]1)[C:100]1[CH:105]=[CH:104][CH:103]=[CH:102][CH:101]=1.CN(C(ON1N=NC2C=CC=NC1=2)=[N+](C)C)C.F[P-](F)(F)(F)(F)F, predict the reaction product. (2) Given the reactants [CH3:1][C:2]1[C:8]([CH3:9])=[CH:7][CH:6]=[CH:5][C:3]=1[NH2:4].Cl[CH2:11][C:12](Cl)=[O:13].[CH2:15]([N:19]=[C:20]=[S:21])[CH2:16][CH2:17][CH3:18], predict the reaction product. The product is: [CH2:15](/[N:19]=[C:20]1\[S:21][CH2:11][C:12](=[O:13])[N:4]\1[C:3]1[CH:5]=[CH:6][CH:7]=[C:8]([CH3:9])[C:2]=1[CH3:1])[CH2:16][CH2:17][CH3:18]. (3) Given the reactants [CH3:1][CH:2]1[O:7][CH:6]([O:8][C:9]2[C:18](=[O:19])[C:17]3[C:12](=[CH:13][C:14]([OH:21])=[CH:15][C:16]=3[OH:20])[O:11][C:10]=2[C:22]2[CH:27]=[C:26]([OH:28])[C:25]([OH:29])=[C:24]([OH:30])[CH:23]=2)[CH:5]([OH:31])[CH:4]([OH:32])[CH:3]1[OH:33].[OH-].[Na+].[Ag:36], predict the reaction product. The product is: [CH3:1][CH:2]1[O:7][CH:6]([O:8][C:9]2[C:18](=[O:19])[C:17]3[C:12](=[CH:13][C:14]([OH:21])=[CH:15][C:16]=3[OH:20])[O:11][C:10]=2[C:22]2[CH:23]=[C:24]([OH:30])[C:25]([OH:29])=[C:26]([OH:28])[CH:27]=2)[CH:5]([OH:31])[CH:4]([OH:32])[CH:3]1[OH:33].[Ag:36]. (4) Given the reactants [F:1][C:2]1[C:3]([OH:12])=[C:4]([C:9](=[O:11])[CH3:10])[CH:5]=[C:6]([F:8])[CH:7]=1.Br[CH2:14][C:15]([O:17]C)=[O:16].C(=O)([O-])[O-].[K+].[K+].[OH-].[Na+], predict the reaction product. The product is: [C:9]([C:4]1[CH:5]=[C:6]([F:8])[CH:7]=[C:2]([F:1])[C:3]=1[O:12][CH2:14][C:15]([OH:17])=[O:16])(=[O:11])[CH3:10]. (5) The product is: [Cl:16][C:13]1[CH:14]=[CH:15][C:10]([C@@H:9]2[O:8][CH2:7][CH2:6][N:5]([C:18]([O:20][C:21]([CH3:24])([CH3:23])[CH3:22])=[O:19])[CH2:4][C@H:3]2[CH2:2][NH:1][C:30](=[O:31])[CH2:29][O:28][CH:26]([CH3:27])[CH3:25])=[CH:11][C:12]=1[F:17]. Given the reactants [NH2:1][CH2:2][C@H:3]1[C@H:9]([C:10]2[CH:15]=[CH:14][C:13]([Cl:16])=[C:12]([F:17])[CH:11]=2)[O:8][CH2:7][CH2:6][N:5]([C:18]([O:20][C:21]([CH3:24])([CH3:23])[CH3:22])=[O:19])[CH2:4]1.[CH3:25][CH:26]([O:28][CH2:29][C:30](O)=[O:31])[CH3:27].N1(O)C2C=CC=CC=2N=N1.Cl.CN(C)CCCN=C=NCC, predict the reaction product. (6) Given the reactants Cl[C:2]1[C:11]2[C:6](=[CH:7][C:8]([C:12]3[CH:13]=[C:14]([CH:19]=[CH:20][C:21]=3[CH3:22])[C:15]([O:17][CH3:18])=[O:16])=[CH:9][CH:10]=2)[CH:5]=[N:4][N:3]=1.CC1(C)CC(C)OB([C:31](=[CH2:36])[C:32]([F:35])([F:34])[F:33])O1.C(O)C.C(=O)([O-])[O-].[K+].[K+], predict the reaction product. The product is: [CH3:22][C:21]1[CH:20]=[CH:19][C:14]([C:15]([O:17][CH3:18])=[O:16])=[CH:13][C:12]=1[C:8]1[CH:7]=[C:6]2[C:11](=[CH:10][CH:9]=1)[C:2]([C:31](=[CH2:36])[C:32]([F:35])([F:34])[F:33])=[N:3][N:4]=[CH:5]2. (7) Given the reactants [C:1]([O-:5])(=[O:4])[CH:2]=[CH2:3].[NH4+:6].[C:7]([OH:11])(=[O:10])[CH:8]=[CH2:9], predict the reaction product. The product is: [C:1]([O-:5])(=[O:4])[CH:2]=[CH2:3].[NH4+:6].[C:7]([OH:11])(=[O:10])[CH:8]=[CH2:9].